Dataset: Full USPTO retrosynthesis dataset with 1.9M reactions from patents (1976-2016). Task: Predict the reactants needed to synthesize the given product. (1) Given the product [C:15]1([C@H:14]([OH:21])[C:13]#[C:12][C:6]2[CH:11]=[CH:10][CH:9]=[CH:8][CH:7]=2)[CH:20]=[CH:19][CH:18]=[CH:17][CH:16]=1, predict the reactants needed to synthesize it. The reactants are: C([Zn]CC)C.[C:6]1([C:12]#[CH:13])[CH:11]=[CH:10][CH:9]=[CH:8][CH:7]=1.[CH:14](=[O:21])[C:15]1[CH:20]=[CH:19][CH:18]=[CH:17][CH:16]=1. (2) Given the product [Cl:15][C:11]1[CH:10]=[C:9]2[C:14]([C:6]([NH:5][C:3](=[O:4])[CH2:2][NH:22][CH:16]3[CH2:21][CH2:20][CH2:19][CH2:18][CH2:17]3)=[N:7][NH:8]2)=[CH:13][CH:12]=1, predict the reactants needed to synthesize it. The reactants are: Cl[CH2:2][C:3]([NH:5][C:6]1[C:14]2[C:9](=[CH:10][C:11]([Cl:15])=[CH:12][CH:13]=2)[NH:8][N:7]=1)=[O:4].[CH:16]1([NH2:22])[CH2:21][CH2:20][CH2:19][CH2:18][CH2:17]1. (3) Given the product [CH:3]1([CH2:6][O:7][C:9]2[C:18]([CH3:19])=[CH:17][C:12]([C:13]([OH:15])=[O:14])=[CH:11][N:10]=2)[CH2:5][CH2:4]1, predict the reactants needed to synthesize it. The reactants are: [H-].[Na+].[CH:3]1([CH2:6][OH:7])[CH2:5][CH2:4]1.F[C:9]1[C:18]([CH3:19])=[CH:17][C:12]([C:13]([O:15]C)=[O:14])=[CH:11][N:10]=1.[OH-].[Na+].Cl.